From a dataset of Retrosynthesis with 50K atom-mapped reactions and 10 reaction types from USPTO. Predict the reactants needed to synthesize the given product. (1) Given the product COc1ccc(S(=O)(=O)Nc2cc(-c3ccc4nc(NC(=O)C5CCCCC5)sc4c3)cnc2Cl)cc1, predict the reactants needed to synthesize it. The reactants are: CC1(C)OB(c2ccc3nc(NC(=O)C4CCCCC4)sc3c2)OC1(C)C.COc1ccc(S(=O)(=O)Nc2cc(Br)cnc2Cl)cc1. (2) Given the product COc1c(Cl)cc(-c2cc(F)c(F)cc2-c2ccc(S(N)(=O)=O)cc2)cc1Cl, predict the reactants needed to synthesize it. The reactants are: COc1c(Cl)cc(B(O)O)cc1Cl.NS(=O)(=O)c1ccc(-c2cc(F)c(F)cc2Br)cc1.